This data is from Full USPTO retrosynthesis dataset with 1.9M reactions from patents (1976-2016). The task is: Predict the reactants needed to synthesize the given product. Given the product [CH2:7]([N:14]1[C:18]2([CH2:22][CH2:21][N:20]([C:24]3[CH:25]=[N:26][CH:27]=[CH:28][CH:29]=3)[CH2:19]2)[CH2:17][CH2:16][CH2:15]1)[C:8]1[CH:9]=[CH:10][CH:11]=[CH:12][CH:13]=1, predict the reactants needed to synthesize it. The reactants are: CC(C)([O-])C.[Na+].[CH2:7]([N:14]1[C:18]2([CH2:22][CH2:21][NH:20][CH2:19]2)[CH2:17][CH2:16][CH2:15]1)[C:8]1[CH:13]=[CH:12][CH:11]=[CH:10][CH:9]=1.Br[C:24]1[CH:25]=[N:26][CH:27]=[CH:28][CH:29]=1.